From a dataset of Peptide-MHC class II binding affinity with 134,281 pairs from IEDB. Regression. Given a peptide amino acid sequence and an MHC pseudo amino acid sequence, predict their binding affinity value. This is MHC class II binding data. (1) The MHC is HLA-DQA10401-DQB10402 with pseudo-sequence HLA-DQA10401-DQB10402. The binding affinity (normalized) is 0.324. The peptide sequence is INEPTAAAIAYGLMR. (2) The peptide sequence is EKKYFAATKFEPLAA. The MHC is HLA-DPA10103-DPB10401 with pseudo-sequence HLA-DPA10103-DPB10401. The binding affinity (normalized) is 1.00. (3) The peptide sequence is INEPTAAAIAYGLDQ. The MHC is HLA-DQA10102-DQB10602 with pseudo-sequence HLA-DQA10102-DQB10602. The binding affinity (normalized) is 0.875. (4) The MHC is DRB5_0101 with pseudo-sequence DRB5_0101. The peptide sequence is DQEYHRLIHSLSKTS. The binding affinity (normalized) is 0.989. (5) The binding affinity (normalized) is 0.622. The peptide sequence is PEVKYAVFEAALTKA. The MHC is DRB4_0101 with pseudo-sequence DRB4_0103. (6) The peptide sequence is LVNSSQPWEPLQLHV. The MHC is DRB4_0101 with pseudo-sequence DRB4_0103. The binding affinity (normalized) is 0.248. (7) The peptide sequence is GLAYKFVVPGAATPY. The MHC is DRB1_0101 with pseudo-sequence DRB1_0101. The binding affinity (normalized) is 0.895. (8) The peptide sequence is DRAVKLYRKLKREIT. The MHC is DRB1_0301 with pseudo-sequence DRB1_0301. The binding affinity (normalized) is 0.367.